Predict the product of the given reaction. From a dataset of Forward reaction prediction with 1.9M reactions from USPTO patents (1976-2016). The product is: [C:1]1(/[CH:7]=[CH:8]/[S:9]([NH:12][C:13]2[CH:14]=[C:15]([CH:19]=[CH:20][C:21]([Cl:24])=[O:23])[CH:16]=[CH:17][CH:18]=2)(=[O:11])=[O:10])[CH:6]=[CH:5][CH:4]=[CH:3][CH:2]=1. Given the reactants [C:1]1(/[CH:7]=[CH:8]/[S:9]([NH:12][C:13]2[CH:14]=[C:15]([CH:19]=[CH:20][C:21]([OH:23])=O)[CH:16]=[CH:17][CH:18]=2)(=[O:11])=[O:10])[CH:6]=[CH:5][CH:4]=[CH:3][CH:2]=1.[Cl:24]CCl, predict the reaction product.